From a dataset of Forward reaction prediction with 1.9M reactions from USPTO patents (1976-2016). Predict the product of the given reaction. (1) Given the reactants [CH3:1][O:2][CH2:3][CH:4]([NH:8][C:9]([C:11]1[C:19]2[C:14](=[N:15][CH:16]=[C:17]([C:20]3[C:28]4[C:23](=[CH:24][C:25]([Cl:29])=[CH:26][CH:27]=4)[N:22]([CH3:30])[N:21]=3)[N:18]=2)[N:13](COCC[Si](C)(C)C)[CH:12]=1)=[O:10])[CH2:5][O:6][CH3:7].C(O)(C(F)(F)F)=O.C(N)CN, predict the reaction product. The product is: [CH3:1][O:2][CH2:3][CH:4]([NH:8][C:9]([C:11]1[C:19]2[C:14](=[N:15][CH:16]=[C:17]([C:20]3[C:28]4[C:23](=[CH:24][C:25]([Cl:29])=[CH:26][CH:27]=4)[N:22]([CH3:30])[N:21]=3)[N:18]=2)[NH:13][CH:12]=1)=[O:10])[CH2:5][O:6][CH3:7]. (2) Given the reactants [CH3:1][O:2][C:3]1[CH:4]=[C:5]2[C:10](=[CH:11][C:12]=1[O:13][CH3:14])[CH:9]([CH2:15][CH2:16][C:17]1[CH:22]=[CH:21][C:20]([C:23]([F:26])([F:25])[F:24])=[CH:19][CH:18]=1)[NH:8][CH2:7][CH2:6]2.[CH3:27][O:28][C:29](=[O:38])[CH:30]([C:32]1[CH:37]=[CH:36][CH:35]=[CH:34][CH:33]=1)Br, predict the reaction product. The product is: [CH3:27][O:28][C:29](=[O:38])[CH:30]([N:8]1[CH2:7][CH2:6][C:5]2[C:10](=[CH:11][C:12]([O:13][CH3:14])=[C:3]([O:2][CH3:1])[CH:4]=2)[CH:9]1[CH2:15][CH2:16][C:17]1[CH:22]=[CH:21][C:20]([C:23]([F:26])([F:25])[F:24])=[CH:19][CH:18]=1)[C:32]1[CH:33]=[CH:34][CH:35]=[CH:36][CH:37]=1. (3) Given the reactants [CH:1]1[C:10]2[C:5](=[CH:6][CH:7]=[CH:8][CH:9]=2)[CH:4]=[CH:3][C:2]=1[CH2:11][C:12](Cl)=[O:13].C(N(CC)CC)C.[C:22]1([SH:28])[CH:27]=[CH:26][CH:25]=[CH:24][CH:23]=1.CCCC(C)C.C(OCC)(=O)C, predict the reaction product. The product is: [CH:1]1[C:10]2[C:5](=[CH:6][CH:7]=[CH:8][CH:9]=2)[CH:4]=[CH:3][C:2]=1[CH2:11][C:12](=[O:13])[S:28][C:22]1[CH:27]=[CH:26][CH:25]=[CH:24][CH:23]=1. (4) The product is: [OH:22][C:19]([C:16]1[CH:17]=[CH:18][C:13]([C:12]([NH:11][C:4]2[CH:3]=[C:2]([N:28]3[CH2:29][CH2:30][CH2:31][N:25]([CH3:24])[CH2:26][CH2:27]3)[N:7]3[N:8]=[CH:9][CH:10]=[C:6]3[N:5]=2)=[O:23])=[CH:14][CH:15]=1)([CH3:21])[CH3:20]. Given the reactants Cl[C:2]1[N:7]2[N:8]=[CH:9][CH:10]=[C:6]2[N:5]=[C:4]([NH:11][C:12](=[O:23])[C:13]2[CH:18]=[CH:17][C:16]([C:19]([OH:22])([CH3:21])[CH3:20])=[CH:15][CH:14]=2)[CH:3]=1.[CH3:24][N:25]1[CH2:31][CH2:30][CH2:29][NH:28][CH2:27][CH2:26]1, predict the reaction product.